From a dataset of Forward reaction prediction with 1.9M reactions from USPTO patents (1976-2016). Predict the product of the given reaction. (1) Given the reactants [Cl:1]/[CH:2]=[CH:3]/Cl.[C:5]([Si:9]([O:12][C:13]([CH3:22])([CH2:15][CH2:16][CH2:17][CH:18](C)[CH:19]=C)[CH3:14])([CH3:11])[CH3:10])([CH3:8])([CH3:7])[CH3:6], predict the reaction product. The product is: [C:5]([Si:9]([O:12][C:13]([CH3:22])([CH2:15][CH2:16][CH2:17][CH:18]([CH3:19])/[CH:3]=[CH:2]/[Cl:1])[CH3:14])([CH3:10])[CH3:11])([CH3:7])([CH3:8])[CH3:6]. (2) Given the reactants [Cl:1][C:2]1[CH:7]=[CH:6][C:5]([N:8]2[C:13](=[O:14])[C:12]3[CH:15]=[N:16][N:17]([C:18]4[CH:23]=[CH:22][CH:21]=[CH:20][CH:19]=4)[C:11]=3[N:10]=[C:9]2[C:24]2[CH:29]=[CH:28][C:27](B3OC(C)(C)C(C)(C)O3)=[CH:26][CH:25]=2)=[CH:4][CH:3]=1.[NH2:39][C:40]1[CH:45]=[CH:44][C:43](Br)=[CH:42][N:41]=1.C([O-])([O-])=O.[Cs+].[Cs+], predict the reaction product. The product is: [NH2:39][C:40]1[N:41]=[CH:42][C:43]([C:27]2[CH:28]=[CH:29][C:24]([C:9]3[N:8]([C:5]4[CH:4]=[CH:3][C:2]([Cl:1])=[CH:7][CH:6]=4)[C:13](=[O:14])[C:12]4[CH:15]=[N:16][N:17]([C:18]5[CH:23]=[CH:22][CH:21]=[CH:20][CH:19]=5)[C:11]=4[N:10]=3)=[CH:25][CH:26]=2)=[CH:44][CH:45]=1. (3) Given the reactants ClC1C=C(Cl)C=C(Cl)C=1[O:10][C:11](=[O:23])[C@H:12]([CH3:22])[NH:13][C:14]1[CH:19]=[CH:18][C:17]([Cl:20])=[C:16]([Cl:21])[CH:15]=1.COC(=O)[C@H](C)NC1C=CC(Cl)=C(Cl)C=1.C(=NO)(N)CCC, predict the reaction product. The product is: [Cl:21][C:16]1[CH:15]=[C:14]([NH:13][C@H:12]([C:11]([OH:23])=[O:10])[CH3:22])[CH:19]=[CH:18][C:17]=1[Cl:20]. (4) Given the reactants O.[OH-].[Li+].C[O:5][C:6](=[O:25])[CH:7]([CH2:12][C:13]([N:15]1[CH2:24][CH2:23][C:22]2[C:17](=[CH:18][CH:19]=[CH:20][CH:21]=2)[CH2:16]1)=[O:14])[CH2:8][CH:9]([CH3:11])[CH3:10].[Cl-].[Na+], predict the reaction product. The product is: [CH2:16]1[C:17]2[C:22](=[CH:21][CH:20]=[CH:19][CH:18]=2)[CH2:23][CH2:24][N:15]1[C:13](=[O:14])[CH2:12][CH:7]([CH2:8][CH:9]([CH3:10])[CH3:11])[C:6]([OH:25])=[O:5]. (5) Given the reactants [N:1]1[C:6]2[CH:7]=[C:8]3[N:13]([C:5]=2[CH:4]=[CH:3][CH:2]=1)[CH2:12][CH2:11][CH2:10][CH2:9]3.C1C(=O)N([Br:21])C(=O)C1.C([O-])(O)=O.[Na+], predict the reaction product. The product is: [Br:21][C:7]1[C:6]2[N:1]=[CH:2][CH:3]=[CH:4][C:5]=2[N:13]2[C:8]=1[CH2:9][CH2:10][CH2:11][CH2:12]2. (6) Given the reactants Cl.[NH:2]1[C:6]2[CH2:7][CH2:8][CH:9]([C:11]([OH:13])=O)[CH2:10][C:5]=2[N:4]=[CH:3]1.[C:14]1([CH:24]([NH2:26])C)[C:23]2[C:18](=[CH:19][CH:20]=[CH:21][CH:22]=2)[CH:17]=[CH:16][CH:15]=1, predict the reaction product. The product is: [C:14]1([CH2:24][NH:26][C:11]([CH:9]2[CH2:8][CH2:7][C:6]3[NH:2][CH:3]=[N:4][C:5]=3[CH2:10]2)=[O:13])[C:23]2[C:18](=[CH:19][CH:20]=[CH:21][CH:22]=2)[CH:17]=[CH:16][CH:15]=1. (7) Given the reactants [CH3:1][O:2][C:3](=[O:15])[C:4]1[CH:9]=[CH:8][CH:7]=[C:6]([O:10][CH2:11][CH2:12][CH2:13]I)[CH:5]=1.C([O-])([O-])=O.[Na+].[Na+].[NH:22]1[CH2:27][CH2:26][CH2:25][CH2:24][CH2:23]1.[Al], predict the reaction product. The product is: [CH3:1][O:2][C:3](=[O:15])[C:4]1[CH:9]=[CH:8][CH:7]=[C:6]([O:10][CH2:11][CH2:12][CH2:13][N:22]2[CH2:27][CH2:26][CH2:25][CH2:24][CH2:23]2)[CH:5]=1.